Dataset: Catalyst prediction with 721,799 reactions and 888 catalyst types from USPTO. Task: Predict which catalyst facilitates the given reaction. (1) Reactant: [Cl:1][C:2]1[C:7]([OH:8])=[CH:6][CH:5]=[C:4]([CH2:9][NH:10][C:11]2[C:16]([Cl:17])=[C:15]([CH3:18])[N:14]=[C:13]([CH3:19])[N:12]=2)[N:3]=1.C(=O)([O-])[O-].[K+].[K+].Cl[C:27]1[CH:28]=[CH:29][C:30]2[N:31]([C:33]([N+:36]([O-:38])=[O:37])=[CH:34][N:35]=2)[N:32]=1.O. Product: [Cl:17][C:16]1[C:11]([NH:10][CH2:9][C:4]2[CH:5]=[CH:6][C:7]([O:8][C:27]3[CH:28]=[CH:29][C:30]4[N:31]([C:33]([N+:36]([O-:38])=[O:37])=[CH:34][N:35]=4)[N:32]=3)=[C:2]([Cl:1])[N:3]=2)=[N:12][C:13]([CH3:19])=[N:14][C:15]=1[CH3:18]. The catalyst class is: 9. (2) Reactant: [O:1]=[C:2]([C:15]1[CH:20]=[CH:19][CH:18]=[CH:17][CH:16]=1)[CH2:3][NH:4][C:5]([C:7]1[C:11]([N+:12]([O-:14])=[O:13])=[CH:10][NH:9][N:8]=1)=[O:6].[O:21]1[CH:26]=[CH:25][CH2:24][CH2:23][CH2:22]1.C1(C)C=CC(S(O)(=O)=O)=CC=1. Product: [O:1]=[C:2]([C:15]1[CH:20]=[CH:19][CH:18]=[CH:17][CH:16]=1)[CH2:3][NH:4][C:5]([C:7]1[C:11]([N+:12]([O-:14])=[O:13])=[CH:10][N:9]([CH:22]2[CH2:23][CH2:24][CH2:25][CH2:26][O:21]2)[N:8]=1)=[O:6]. The catalyst class is: 4. (3) Reactant: [CH3:1][CH:2]([OH:9])[CH2:3][CH2:4][CH2:5][CH2:6][CH2:7][CH3:8].[C:10](O)(=[O:13])[CH:11]=[CH2:12]. Product: [C:10]([O:9][CH:2]([CH2:3][CH2:4][CH2:5][CH2:6][CH2:7][CH3:8])[CH3:1])(=[O:13])[CH:11]=[CH2:12]. The catalyst class is: 6.